This data is from Experimentally validated miRNA-target interactions with 360,000+ pairs, plus equal number of negative samples. The task is: Binary Classification. Given a miRNA mature sequence and a target amino acid sequence, predict their likelihood of interaction. (1) The miRNA is mmu-let-7e-5p with sequence UGAGGUAGGAGGUUGUAUAGUU. The protein sequence of the target gene is MAYQLYRNTTLGNSLQESLDELIQSQQITPQLALQVLLQFDKAINAALAQRVRNRVNFRGSLNTYRFCDNVWTFVLNDVEFREVTELIKVDKVKIVACDGKNTGSNTTE. Result: 0 (no interaction). (2) The miRNA is hsa-miR-337-5p with sequence GAACGGCUUCAUACAGGAGUU. The protein sequence of the target gene is MSSDDRHLGSSCGSFIKTEPSSPSSGIDALSHHSPSGSSDASGGFGLALGTHANGLDSPPMFAGAGLGGTPCRKSYEDCASGIMEDSAIKCEYMLNAIPKRLCLVCGDIASGYHYGVASCEACKAFFKRTIQGNIEYSCPATNECEITKRRRKSCQACRFMKCLKVGMLKEGVRLDRVRGGRQKYKRRLDSESSPYLSLQISPPAKKPLTKIVSYLLVAEPDKLYAMPPPGMPEGDIKALTTLCDLADRELVVIIGWAKHIPGFSSLSLGDQMSLLQSAWMEILILGIVYRSLPYDDKLV.... Result: 0 (no interaction). (3) The miRNA is hsa-miR-1244 with sequence AAGUAGUUGGUUUGUAUGAGAUGGUU. Result: 0 (no interaction). The protein sequence of the target gene is MNGYVDFSPSPTSPTKEPGAPQPTQAVLQEDVDMSSGSSGNENCSTGRDSQGSDCDDNGKELRMLVESSNTHPSPDDAFRLMMTEAEHNPSTSGCSSEQSAKADAHKELIRTLKELKVHLPADKKAKGKASTLATLKYALRSVKQVKANEEYYQLLMSSESQPCSVDVPSYSMEQVEGITSEYIVKNADMFAVAVSLVSGKILYISNQVASIFHCKKDAFSDAKFVEFLAPHDVSVFHSYTTPYKLPPWSVCSGLDSFTQECMEEKSFFCRVSVGKHHENEIRYQPFRMTPYLVKVQEQQ.... (4) The miRNA is dme-miR-92b-3p with sequence AAUUGCACUAGUCCCGGCCUGC. The protein sequence of the target gene is MDGRDFAPPPHLLSERGSLGHRSAAAAARLAPAGPAAQPPAHFQPGKYFPSPLPMASHTASSRLMGSSPASSFMGSFLTSSLGSAASTHPSGPSSSPPEQAYRGSHPTTSQIWFSHSHEAPGYPRFSGSLASTFLPVSHLDHHGNSNVLYGQHRFYGTQKDNFYLRNLPPQPTLLPANHNFPSVARAAPAHPMGSCSRDRDRGEAGSLQKGPKDFDRFLVGKELGREKAGKAAEGKERPAAEEDGGKERHKLVLPVPADGHCREGGPAPRGACEGRPKHLTSCLLNTKVLNGEMGRAALA.... Result: 0 (no interaction). (5) The miRNA is mmu-miR-295-5p with sequence ACUCAAAUGUGGGGCACACUUC. The protein sequence of the target gene is MAVRPGLWPALLGIVLTAWLRGSGAQQSATVANPVPGANPDLLPHFLVEPEDVYIVKNKPVLLVCKAVPATQIFFKCNGEWVRQVDHVIERSTDGSSGLPTMEVRINVSRQQVEKVFGLEEYWCQCVAWSSSGTTKSQKAYIRIAYLRKNFEQEPLAKEVSLEQGIVLPCRPPEGIPPAEVEWLRNEDLVDPSLDPNVYITREHSLVVRQARLADTANYTCVAKNIVARRRSASAAVIVYVNGGWSTWTEWSVCSASCGRGWQKRSRSCTNPAPLNGGAFCEGQNVQKTACATLCPVDGS.... Result: 0 (no interaction). (6) The miRNA is mmu-miR-101a-3p with sequence UACAGUACUGUGAUAACUGAA. The protein sequence of the target gene is MCHGKIAPKSSSEFVVTSVGHGVFLQLVILCALLGDGLASVCPLPPEPENGGYICHPRPCKDPLTAGSVIEYLCAEGYMLKGDYKYLTCKNGEWTPAMEVSCHLIEDKETHALGVPALSIVASTASSVALILLLVVLFVLLQPKLKSFHHSRREQGVSGDQVSIMVDGVQVALPSYEEAVYGSSGHCMPPADPRVQIVLSEGSAPSGRNMPREQQLQGQEACSSAGGEDEAPGHSGLCEAWGSQGSETVMVHQATTSSWVAGSGSSRPTHKDTADSENSDIQSLLSLTSEEYTDDIPLLK.... Result: 0 (no interaction). (7) The miRNA is hsa-miR-1245a with sequence AAGUGAUCUAAAGGCCUACAU. The protein sequence of the target gene is MATAEVLNIGKKLYEGKTKEVYELLDSPGKVLLQSKDQITAGNAARKNHLEGKAAISNKITSCIFQLLQEAGIKTAFTRKCGETAFIAPQCEMIPIEWVCRRIATGSFLKRNPGVKEGYKFYPPKVELFFKDDANNDPQWSEEQLIAAKFCFAGLLIGQTEVDIMSHATQAIFEILEKSWLPQNCTLVDMKIEFGVDVTTKEIVLADVIDNDSWRLWPSGDRSQQKDKQSYRDLKEVTPEGLQMVKKNFEWVAERVELLLKSESQCRVVVLMGSTSDLGHCEKIKKACGNFGIPCELRVT.... Result: 1 (interaction). (8) The miRNA is rno-miR-30b-5p with sequence UGUAAACAUCCUACACUCAGCU. The protein sequence of the target gene is MSSSSSSPRETYEEDREYESQAKRLKTEEGEIDYSAEEGENRREATPRGGGDGGGGGRSFSQPEAGGSHHKVSVSPVVHVRGLCESVVEADLVEALEKFGTICYVMMMPFKRQALVEFENIDSAKECVTFAADEPVYIAGQQAFFNYSTSKRITRPGNTDDPSGGNKVLLLSIQNPLYPITVDVLYTVCNPVGKVQRIVIFKRNGIQAMVEFESVLCAQKAKAALNGADIYAGCCTLKIEYARPTRLNVIRNDNDSWDYTKPYLGRRDRGKGRQRQAILGEHPSSFRHDGYGSHGPLLPL.... Result: 0 (no interaction). (9) The miRNA is hsa-miR-5047 with sequence UUGCAGCUGCGGUUGUAAGGU. The protein sequence of the target gene is MDQQMALTWGLCYMALVALCWGHGVTEAEETVPLKTLQCYNDYTNHIICSWADTEDAQGLINMTLYHQLEKKQPVSCELSEELMWSECPSSHRCVPRRCVIPYTRFSITNEDYYSFRPDSDLGIQLMVPLAQNVQPPLPKNVSISSSEDRFLLEWSVSLGDAQVSWLSSKDIEFEVAYKRLQDSWEDAYSLHTSKFQVNFEPKLFLPNSIYAARVRTRLSPGSSLSGRPSRWSPEVHWDSQPGDKAQPQNLQCFFDGIQSLHCSWEVWTQTTGSVSFGLFYRPSPVAPEEKCSPVVKEPP.... Result: 0 (no interaction). (10) The miRNA is hsa-miR-5011-5p with sequence UAUAUAUACAGCCAUGCACUC. The protein sequence of the target gene is MAAADGGGPGGASVGTEEDGGGVGHRTVYLFDRREKESELGDRPLQVGERSDYAGFRACVCQTLGISPEEKFVITTTSRKEITCDNFDETVKDGVTLYLLQSVNQLLLTATKERIDFLPHYDTLVKSGMYEYYASEGQNPLPFALAELIDNSLSATSRNIGVRRIQIKLLFDETQGKPAVAVIDNGRGMTSKQLNNWAVYRLSKFTRQGDFESDHSGYVRPVPVPRSLNSDISYFGVGGKQAVFFVGQSARMISKPADSQDVHELVLSKEDFEKKEKNKEAIYSGYIRNRKPSDSVHITN.... Result: 1 (interaction).